Predict which catalyst facilitates the given reaction. From a dataset of Catalyst prediction with 721,799 reactions and 888 catalyst types from USPTO. (1) Reactant: [CH3:1][O:2][C:3]1[CH:18]=[CH:17][C:6]([CH2:7][N:8]2[C@H:13]([CH3:14])[CH2:12][CH2:11][C@@H:10]([CH:15]=O)[CH2:9]2)=[CH:5][CH:4]=1.[C:19](=O)([O-])[O-].[K+].[K+].[N+](=C(P(=O)(OC)OC)C(=O)C)=[N-]. Product: [C:15]([C@H:10]1[CH2:9][N:8]([CH2:7][C:6]2[CH:17]=[CH:18][C:3]([O:2][CH3:1])=[CH:4][CH:5]=2)[C@H:13]([CH3:14])[CH2:12][CH2:11]1)#[CH:19]. The catalyst class is: 5. (2) Reactant: [C:1]([C:5]1[CH:10]=[CH:9][C:8]([NH:11][C:12]([C:14]2[CH:19]=[C:18]([Cl:20])[N:17]=[N:16][C:15]=2Cl)=[O:13])=[CH:7][CH:6]=1)([CH3:4])([CH3:3])[CH3:2].[CH3:22][O:23][C:24]1[CH:29]=[C:28]([CH2:30][NH2:31])[CH:27]=[CH:26][N:25]=1.C(=O)(O)[O-].[Na+].CC(O)C. Product: [C:1]([C:5]1[CH:10]=[CH:9][C:8]([NH:11][C:12]([C:14]2[CH:19]=[C:18]([Cl:20])[N:17]=[N:16][C:15]=2[NH:31][CH2:30][C:28]2[CH:27]=[CH:26][N:25]=[C:24]([O:23][CH3:22])[CH:29]=2)=[O:13])=[CH:7][CH:6]=1)([CH3:4])([CH3:3])[CH3:2]. The catalyst class is: 6. (3) Reactant: [C:1]([Li])([CH3:4])(C)[CH3:2].CC[CH2:8][CH2:9][CH3:10].[CH:11]([O:13]CC)=[CH2:12].Cl[SiH2:17][CH:18]([CH:22]1[CH2:24]C1)C1CC1. Product: [CH:4]1([SiH:17]([CH:10]2[CH2:9][CH2:8]2)[CH2:18][C:22]([O:13][CH2:11][CH3:12])=[CH2:24])[CH2:1][CH2:2]1. The catalyst class is: 20. (4) Reactant: [OH:1][CH:2]([CH:14]1[CH2:19][CH2:18][O:17][CH2:16][CH2:15]1)[C:3]1[CH:13]=[CH:12][C:6]([C:7]([O:9][CH2:10]C)=[O:8])=[CH:5][CH:4]=1.CC(OI1(OC(C)=O)(OC(C)=O)OC(=O)C2C=CC=CC1=2)=O. Product: [O:17]1[CH2:18][CH2:19][CH:14]([C:2]([C:3]2[CH:4]=[CH:5][C:6]([C:7]([O:9][CH3:10])=[O:8])=[CH:12][CH:13]=2)=[O:1])[CH2:15][CH2:16]1. The catalyst class is: 2. (5) The catalyst class is: 81. Product: [CH:1]([C:4]1[C:8]([CH:9]([OH:37])[CH2:10][CH3:11])=[CH:7][N:6]([C:16]2[C:21]([C:22]([F:25])([F:24])[F:23])=[CH:20][CH:19]=[CH:18][N:17]=2)[N:5]=1)([CH3:3])[CH3:2]. Reactant: [CH:1]([C:4]1[C:8]([CH2:9][CH2:10][C:11](OCC)=O)=[CH:7][N:6]([C:16]2[C:21]([C:22]([F:25])([F:24])[F:23])=[CH:20][CH:19]=[CH:18][N:17]=2)[N:5]=1)([CH3:3])[CH3:2].[H-].C([Al+]CC(C)C)C(C)C.Cl.[O:37]1CCCC1.